This data is from Reaction yield outcomes from USPTO patents with 853,638 reactions. The task is: Predict the reaction yield, written as a fraction of the theoretical maximum amount of product (1.0 means a 100% yield; for example, 0.34 means a 34% yield). The reactants are [CH2:1]([O:4][C:5](=[O:28])[NH:6][C:7]1[C:12]([CH3:13])=[CH:11][C:10]([NH:14][CH2:15][C:16]2[CH:21]=[CH:20][C:19]([C:22]([F:25])([F:24])[F:23])=[C:18]([F:26])[CH:17]=2)=[CH:9][C:8]=1[CH3:27])[CH2:2][CH3:3].C=O.[C:31]([BH3-])#N.[Na+].O. The catalyst is CO. The product is [CH2:1]([O:4][C:5](=[O:28])[NH:6][C:7]1[C:12]([CH3:13])=[CH:11][C:10]([N:14]([CH2:15][C:16]2[CH:21]=[CH:20][C:19]([C:22]([F:24])([F:25])[F:23])=[C:18]([F:26])[CH:17]=2)[CH3:31])=[CH:9][C:8]=1[CH3:27])[CH2:2][CH3:3]. The yield is 0.430.